From a dataset of Full USPTO retrosynthesis dataset with 1.9M reactions from patents (1976-2016). Predict the reactants needed to synthesize the given product. (1) Given the product [CH3:5][O:6][C:7]1[CH:8]=[CH:9][C:10]([CH2:11][N:12]([C:31]2[CH:40]=[CH:39][C:38]3[C:33](=[CH:34][CH:35]=[C:36]([OH:41])[CH:37]=3)[CH:32]=2)[C:13](=[O:30])[C:14]2[CH:19]=[CH:18][C:17]([O:20][CH3:21])=[C:16]([C:22]3[CH:27]=[CH:26][CH:25]=[C:24]([O:28][CH3:29])[CH:23]=3)[CH:15]=2)=[CH:49][CH:50]=1, predict the reactants needed to synthesize it. The reactants are: [Al+3].[Cl-].[Cl-].[Cl-].[CH3:5][O:6][C:7]1[CH:50]=[CH:49][C:10]([CH2:11][N:12]([C:31]2[CH:40]=[CH:39][C:38]3[C:33](=[CH:34][CH:35]=[C:36]([O:41]CC4C=CC=CC=4)[CH:37]=3)[CH:32]=2)[C:13](=[O:30])[C:14]2[CH:19]=[CH:18][C:17]([O:20][CH3:21])=[C:16]([C:22]3[CH:27]=[CH:26][CH:25]=[C:24]([O:28][CH3:29])[CH:23]=3)[CH:15]=2)=[CH:9][CH:8]=1. (2) Given the product [F:1][C:2]([F:25])([C:9]([F:23])([F:24])[C:10]([F:21])([F:22])[C:11]([F:19])([F:20])[C:12]([F:17])([F:18])[C:13]([F:16])([F:15])[F:14])[C:3]#[CH:4], predict the reactants needed to synthesize it. The reactants are: [F:1][C:2]([F:25])([C:9]([F:24])([F:23])[C:10]([F:22])([F:21])[C:11]([F:20])([F:19])[C:12]([F:18])([F:17])[C:13]([F:16])([F:15])[F:14])[C:3]#[C:4]C(C)(O)C.[OH-].[Na+]. (3) Given the product [CH3:1][O:2][C:3]1[CH:4]=[C:5]2[C:9](=[CH:10][C:11]=1[O:12][CH3:13])[N:8]([CH3:14])[CH:7]=[C:6]2[C:15]1[NH:24][C:18]2=[N:19][CH:20]=[C:21]([F:23])[CH:22]=[C:17]2[CH:16]=1, predict the reactants needed to synthesize it. The reactants are: [CH3:1][O:2][C:3]1[CH:4]=[C:5]2[C:9](=[CH:10][C:11]=1[O:12][CH3:13])[N:8]([CH3:14])[CH:7]=[C:6]2[C:15]#[C:16][C:17]1[C:18]([NH2:24])=[N:19][CH:20]=[C:21]([F:23])[CH:22]=1.CC(C)([O-])C.[K+].ClCCl.C(OCC)(=O)C.